This data is from Full USPTO retrosynthesis dataset with 1.9M reactions from patents (1976-2016). The task is: Predict the reactants needed to synthesize the given product. Given the product [ClH:23].[C:1]([C:3]1[CH:8]=[CH:7][C:6]([CH:9]2[CH2:13][S:12][C:11]3=[N:14][CH:15]=[C:16]([C:17]([OH:19])=[O:18])[N:10]23)=[CH:5][CH:4]=1)#[N:2], predict the reactants needed to synthesize it. The reactants are: [C:1]([C:3]1[CH:8]=[CH:7][C:6]([CH:9]2[CH2:13][S:12][C:11]3=[N:14][CH:15]=[C:16]([C:17]([O:19]CC)=[O:18])[N:10]23)=[CH:5][CH:4]=1)#[N:2].C(Cl)[Cl:23].[OH-].[Na+].